From a dataset of Forward reaction prediction with 1.9M reactions from USPTO patents (1976-2016). Predict the product of the given reaction. (1) Given the reactants C[O:2][C:3](=[O:35])[C:4]1[CH:9]=[CH:8][C:7]([O:10][CH2:11][CH:12]([C:19]2[N:20]([C:28]3[CH:33]=[CH:32][C:31]([Cl:34])=[CH:30][CH:29]=3)[N:21]=[C:22]3[C:27]=2[CH2:26][CH2:25][CH2:24][CH2:23]3)[CH:13]2[CH2:18][CH2:17][CH2:16][CH2:15][CH2:14]2)=[N:6][CH:5]=1.[OH-].[Na+], predict the reaction product. The product is: [Cl:34][C:31]1[CH:32]=[CH:33][C:28]([N:20]2[C:19]([CH:12]([CH:13]3[CH2:18][CH2:17][CH2:16][CH2:15][CH2:14]3)[CH2:11][O:10][C:7]3[CH:8]=[CH:9][C:4]([C:3]([OH:35])=[O:2])=[CH:5][N:6]=3)=[C:27]3[C:22]([CH2:23][CH2:24][CH2:25][CH2:26]3)=[N:21]2)=[CH:29][CH:30]=1. (2) Given the reactants [C:1]([NH:20][CH2:21][CH2:22][CH2:23][OH:24])([C:14]1[CH:19]=[CH:18][CH:17]=[CH:16][CH:15]=1)([C:8]1[CH:13]=[CH:12][CH:11]=[CH:10][CH:9]=1)[C:2]1[CH:7]=[CH:6][CH:5]=[CH:4][CH:3]=1.C(N(CC)CC)C.[CH3:32][S:33](Cl)(=[O:35])=[O:34].Cl, predict the reaction product. The product is: [CH3:32][S:33]([O:24][CH2:23][CH2:22][CH2:21][NH:20][C:1]([C:8]1[CH:13]=[CH:12][CH:11]=[CH:10][CH:9]=1)([C:14]1[CH:15]=[CH:16][CH:17]=[CH:18][CH:19]=1)[C:2]1[CH:7]=[CH:6][CH:5]=[CH:4][CH:3]=1)(=[O:35])=[O:34]. (3) Given the reactants [NH2:1][C:2]1[C:3](/[CH:8]=[CH:9]/[C:10]([O:12]C)=O)=[N:4][CH:5]=[CH:6][CH:7]=1.C[O-].[Na+], predict the reaction product. The product is: [NH:1]1[C:2]2[C:3](=[N:4][CH:5]=[CH:6][CH:7]=2)[CH:8]=[CH:9][C:10]1=[O:12]. (4) Given the reactants [H-].[Na+].[Br:3][C:4]1[C:5](=[O:21])[NH:6][C:7]([CH3:20])=[CH:8][C:9]=1[O:10][CH2:11][C:12]1[CH:17]=[CH:16][C:15]([F:18])=[CH:14][C:13]=1[F:19].[Br:22][C:23]1[CH:32]=[CH:31][C:30]([CH2:33]Br)=[CH:29][C:24]=1[C:25]([O:27][CH3:28])=[O:26].O, predict the reaction product. The product is: [Br:22][C:23]1[CH:32]=[CH:31][C:30]([CH2:33][N:6]2[C:7]([CH3:20])=[CH:8][C:9]([O:10][CH2:11][C:12]3[CH:17]=[CH:16][C:15]([F:18])=[CH:14][C:13]=3[F:19])=[C:4]([Br:3])[C:5]2=[O:21])=[CH:29][C:24]=1[C:25]([O:27][CH3:28])=[O:26]. (5) Given the reactants [CH3:1][N:2](C(ON1N=NC2C=CC=NC1=2)=[N+](C)C)[CH3:3].F[P-](F)(F)(F)(F)F.C(N(C(C)C)CC)(C)C.CNC.[Cl:37][C:38]1[N:39]=[C:40]([N:48]2[C:56]3[C:51](=[CH:52][CH:53]=[C:54]([O:57][CH2:58][C:59]([OH:61])=O)[CH:55]=3)[CH2:50][CH2:49]2)[C:41]2[CH2:46][S:45](=[O:47])[CH2:44][C:42]=2[N:43]=1, predict the reaction product. The product is: [Cl:37][C:38]1[N:39]=[C:40]([N:48]2[C:56]3[C:51](=[CH:52][CH:53]=[C:54]([O:57][CH2:58][C:59]([N:2]([CH3:3])[CH3:1])=[O:61])[CH:55]=3)[CH2:50][CH2:49]2)[C:41]2[CH2:46][S:45](=[O:47])[CH2:44][C:42]=2[N:43]=1.